This data is from Full USPTO retrosynthesis dataset with 1.9M reactions from patents (1976-2016). The task is: Predict the reactants needed to synthesize the given product. Given the product [C:1]([CH:5]1[CH2:14][CH2:13][C:12]2[N:11]=[C:10]3[S:15][C:16]([S:19]([CH3:22])(=[O:21])=[O:20])=[C:17]([OH:24])[C:9]3=[CH:8][C:7]=2[CH2:6]1)([CH3:4])([CH3:3])[CH3:2], predict the reactants needed to synthesize it. The reactants are: [C:1]([CH:5]1[CH2:14][CH2:13][C:12]2[N:11]=[C:10]3[S:15][C:16]([S:19]([CH3:22])(=[O:21])=[O:20])=[C:17](N)[C:9]3=[CH:8][C:7]=2[CH2:6]1)([CH3:4])([CH3:3])[CH3:2].P(=O)(O)(O)[OH:24].